Dataset: Reaction yield outcomes from USPTO patents with 853,638 reactions. Task: Predict the reaction yield, written as a fraction of the theoretical maximum amount of product (1.0 means a 100% yield; for example, 0.34 means a 34% yield). (1) The reactants are [CH2:1]([O:8][CH:9]1[CH2:15][CH2:14][CH2:13][N:12]([S:16]([C:19]2[CH:20]=[C:21]([CH:26]=[CH:27][C:28]=2Br)[C:22]([O:24][CH3:25])=[O:23])(=[O:18])=[O:17])[CH2:11][CH2:10]1)[C:2]1[CH:7]=[CH:6][CH:5]=[CH:4][CH:3]=1.[CH2:30]([Sn](CCCC)(CCCC)CCCC)[CH:31]=[CH2:32].CCOC(C)=O.O. The catalyst is C1(C)C=CC=CC=1.C1C=CC([P]([Pd]([P](C2C=CC=CC=2)(C2C=CC=CC=2)C2C=CC=CC=2)([P](C2C=CC=CC=2)(C2C=CC=CC=2)C2C=CC=CC=2)[P](C2C=CC=CC=2)(C2C=CC=CC=2)C2C=CC=CC=2)(C2C=CC=CC=2)C2C=CC=CC=2)=CC=1. The product is [CH2:32]([C:28]1[CH:27]=[CH:26][C:21]([C:22]([O:24][CH3:25])=[O:23])=[CH:20][C:19]=1[S:16]([N:12]1[CH2:13][CH2:14][CH2:15][CH:9]([O:8][CH2:1][C:2]2[CH:7]=[CH:6][CH:5]=[CH:4][CH:3]=2)[CH2:10][CH2:11]1)(=[O:18])=[O:17])[CH:31]=[CH2:30]. The yield is 0.528. (2) The reactants are [Br:1][C:2]1[C:10]2[O:9][CH:8]([CH2:11][OH:12])[CH2:7][C:6]=2[CH:5]=[C:4]([C:13]#[N:14])[CH:3]=1.[C:15]1([CH3:25])[CH:20]=[CH:19][C:18]([S:21](Cl)(=[O:23])=[O:22])=[CH:17][CH:16]=1.CC1C=CC(S(OCC2CC3C(C(F)(F)F)=CC=C(Cl)C=3O2)(=O)=O)=CC=1. No catalyst specified. The product is [CH3:25][C:15]1[CH:20]=[CH:19][C:18]([S:21]([O:12][CH2:11][CH:8]2[CH2:7][C:6]3[CH:5]=[C:4]([C:13]#[N:14])[CH:3]=[C:2]([Br:1])[C:10]=3[O:9]2)(=[O:23])=[O:22])=[CH:17][CH:16]=1. The yield is 0.720.